This data is from Catalyst prediction with 721,799 reactions and 888 catalyst types from USPTO. The task is: Predict which catalyst facilitates the given reaction. Reactant: [CH2:1]([O:5][C:6]1[C:11]([F:12])=[C:10](Cl)[N:9]=[CH:8][N:7]=1)[C:2]#[C:3][CH3:4].[NH:14]1[CH2:19][CH2:18][CH2:17][CH2:16][CH2:15]1. Product: [CH2:1]([O:5][C:6]1[C:11]([F:12])=[C:10]([N:14]2[CH2:19][CH2:18][CH2:17][CH2:16][CH2:15]2)[N:9]=[CH:8][N:7]=1)[C:2]#[C:3][CH3:4]. The catalyst class is: 8.